Dataset: Full USPTO retrosynthesis dataset with 1.9M reactions from patents (1976-2016). Task: Predict the reactants needed to synthesize the given product. (1) Given the product [CH3:32][S:33]([O:1][C@@H:2]([C@@H:3]1[CH2:7][CH2:6][C:5](=[O:8])[N:4]1[CH2:9][CH2:10][NH:11][C:12]([O:13][C:14]([CH3:15])([CH3:16])[CH3:17])=[O:18])[C:19]1[C:23]([CH3:24])=[CH:22][S:21][CH:20]=1)(=[O:35])=[O:34], predict the reactants needed to synthesize it. The reactants are: [OH:1][C@H:2]([C:19]1[C:23]([CH3:24])=[CH:22][S:21][CH:20]=1)[C@@H:3]1[CH2:7][CH2:6][C:5](=[O:8])[N:4]1[CH2:9][CH2:10][NH:11][C:12](=[O:18])[O:13][C:14]([CH3:17])([CH3:16])[CH3:15].CCN(CC)CC.[CH3:32][S:33](Cl)(=[O:35])=[O:34]. (2) Given the product [CH:51]1([CH2:58][CH2:59][NH:60][C:61](=[O:92])[C@H:62]([CH3:91])[C@H:63]([C@@H:66]2[CH2:70][CH2:69][CH2:68][N:67]2[C:71](=[O:90])[CH2:72][C@@H:73]([O:88][CH3:89])[C@@H:74]([N:79]([CH3:87])[C:80](=[O:86])[C@@H:81]([NH:82][C:13]([C@@:10]2([F:16])[CH2:11][CH2:12][N:8]([C:6]([O:5][C:1]([CH3:2])([CH3:3])[CH3:4])=[O:7])[CH2:9]2)=[O:15])[CH:83]([CH3:84])[CH3:85])[C@@H:75]([CH3:78])[CH2:76][CH3:77])[O:64][CH3:65])[CH:57]=[CH:56][CH:55]=[CH:54][CH:53]=[CH:52]1, predict the reactants needed to synthesize it. The reactants are: [C:1]([O:5][C:6]([N:8]1[CH2:12][CH2:11][C@:10]([F:16])([C:13]([O-:15])=O)[CH2:9]1)=[O:7])([CH3:4])([CH3:3])[CH3:2].[Li+].C(N(CC)C(C)C)(C)C.CN(C(ON1N=NC2C=CC=NC1=2)=[N+](C)C)C.F[P-](F)(F)(F)(F)F.[CH:51]1([CH2:58][CH2:59][NH:60][C:61](=[O:92])[C@H:62]([CH3:91])[C@H:63]([C@@H:66]2[CH2:70][CH2:69][CH2:68][N:67]2[C:71](=[O:90])[CH2:72][C@@H:73]([O:88][CH3:89])[C@@H:74]([N:79]([CH3:87])[C:80](=[O:86])[C@H:81]([CH:83]([CH3:85])[CH3:84])[NH2:82])[C@@H:75]([CH3:78])[CH2:76][CH3:77])[O:64][CH3:65])[CH:57]=[CH:56][CH:55]=[CH:54][CH:53]=[CH:52]1. (3) Given the product [Cl:1][C:2]1[CH:3]=[CH:4][C:5]2[C:15]3[C:10](=[CH:11][N:12]=[C:13]([N:16]([CH2:29][C:28]4[CH:31]=[CH:32][C:25]([O:24][CH3:23])=[CH:26][CH:27]=4)[CH2:17][C:18]4[CH:2]=[CH:7][C:6]([O:8][CH3:9])=[CH:5][CH:4]=4)[CH:14]=3)[CH:9]([CH3:20])[O:8][C:6]=2[CH:7]=1, predict the reactants needed to synthesize it. The reactants are: [Cl:1][C:2]1[CH:3]=[CH:4][C:5]2[C:15]3[C:10](=[CH:11][N:12]=[C:13]([NH:16][C:17](=O)[CH3:18])[CH:14]=3)[CH:9]([CH3:20])[O:8][C:6]=2[CH:7]=1.[H-].[Na+].[CH3:23][O:24][C:25]1[CH:32]=[CH:31][C:28]([CH2:29]Cl)=[CH:27][CH:26]=1. (4) The reactants are: C[O:2][C:3](=O)[CH2:4][C:5]1[CH:10]=[CH:9][CH:8]=[C:7]([Br:11])[CH:6]=1.[OH-].[NH4+:14]. Given the product [Br:11][C:7]1[CH:6]=[C:5]([CH2:4][C:3]([NH2:14])=[O:2])[CH:10]=[CH:9][CH:8]=1, predict the reactants needed to synthesize it.